This data is from HIV replication inhibition screening data with 41,000+ compounds from the AIDS Antiviral Screen. The task is: Binary Classification. Given a drug SMILES string, predict its activity (active/inactive) in a high-throughput screening assay against a specified biological target. (1) The molecule is CCn1cc(C(=O)O)c(=O)c2cc3c(cc21)S(=O)(=O)CC3. The result is 0 (inactive). (2) The compound is COc1nc2ncc(C(O)C(O)CO)nc2c(=O)n1C. The result is 0 (inactive). (3) The compound is COc1cc2ccc3c4cc(OC)c(OC(C)C)cc4c[n+](C)c3c2cc1OC.[Cl-]. The result is 0 (inactive). (4) The molecule is CCN(CC)c1c(-c2c(N(CC)CC)c(OC(C)=O)c3sccn3c2=O)c(=O)n2ccsc2c1OC(C)=O. The result is 0 (inactive).